Dataset: Full USPTO retrosynthesis dataset with 1.9M reactions from patents (1976-2016). Task: Predict the reactants needed to synthesize the given product. (1) Given the product [C:25]([C:29]1[CH:30]=[CH:31][C:32]([C:35]2[N:40]=[C:39]([C:41]3[CH:42]=[CH:43][C:44]([C:47]([CH3:50])([CH3:49])[CH3:48])=[CH:45][CH:46]=3)[N:38]=[C:37]([N:13]3[C:12]4[CH:11]=[C:10]5[C:2]([CH3:22])([CH3:1])[C:3]6[C:8]([C:9]5=[CH:21][C:20]=4[C:19]4[C:14]3=[CH:15][CH:16]=[CH:17][CH:18]=4)=[CH:7][CH:6]=[CH:5][CH:4]=6)[N:36]=2)=[CH:33][CH:34]=1)([CH3:28])([CH3:27])[CH3:26], predict the reactants needed to synthesize it. The reactants are: [CH3:1][C:2]1([CH3:22])[C:10]2=[CH:11][C:12]3[NH:13][C:14]4[C:19]([C:20]=3[CH:21]=[C:9]2[C:8]2[C:3]1=[CH:4][CH:5]=[CH:6][CH:7]=2)=[CH:18][CH:17]=[CH:16][CH:15]=4.[H-].[Na+].[C:25]([C:29]1[CH:34]=[CH:33][C:32]([C:35]2[N:40]=[C:39]([C:41]3[CH:46]=[CH:45][C:44]([C:47]([CH3:50])([CH3:49])[CH3:48])=[CH:43][CH:42]=3)[N:38]=[C:37](Cl)[N:36]=2)=[CH:31][CH:30]=1)([CH3:28])([CH3:27])[CH3:26]. (2) Given the product [C:4]([Si:1]([CH3:3])([CH3:2])[O:13][CH2:9][CH:10]([OH:12])[CH3:11])([CH3:7])([CH3:6])[CH3:5], predict the reactants needed to synthesize it. The reactants are: [Si:1](Cl)([C:4]([CH3:7])([CH3:6])[CH3:5])([CH3:3])[CH3:2].[CH2:9]([OH:13])[CH:10]([OH:12])[CH3:11].C(N(CC)CC)C. (3) Given the product [CH:22]1([C:20]([N:17]2[CH2:18][CH2:19][C@@H:15]([CH2:14][N:9]3[C:8]([C:5]4[CH:6]=[CH:7][C:2]([C:31]5[CH:30]=[CH:29][CH:28]=[C:27]([O:26][CH3:25])[CH:32]=5)=[CH:3][CH:4]=4)=[N:12][NH:11][C:10]3=[O:13])[CH2:16]2)=[O:21])[CH2:24][CH2:23]1, predict the reactants needed to synthesize it. The reactants are: Br[C:2]1[CH:7]=[CH:6][C:5]([C:8]2[N:9]([CH2:14][C@@H:15]3[CH2:19][CH2:18][N:17]([C:20]([CH:22]4[CH2:24][CH2:23]4)=[O:21])[CH2:16]3)[C:10](=[O:13])[NH:11][N:12]=2)=[CH:4][CH:3]=1.[CH3:25][O:26][C:27]1[CH:28]=[C:29](B(O)O)[CH:30]=[CH:31][CH:32]=1.C([O-])([O-])=O.[Cs+].[Cs+]. (4) Given the product [CH:1]1([N:4]([CH3:20])[C:5]2[C:6]3[C:15]4[CH2:16][CH2:17][CH2:18][CH2:19][C:14]=4[S:13][C:7]=3[N:8]=[C:9]([CH2:11][O:12][C:22]3[CH:23]=[N:24][CH:25]=[CH:26][CH:27]=3)[N:10]=2)[CH2:3][CH2:2]1, predict the reactants needed to synthesize it. The reactants are: [CH:1]1([N:4]([CH3:20])[C:5]2[C:6]3[C:15]4[CH2:16][CH2:17][CH2:18][CH2:19][C:14]=4[S:13][C:7]=3[N:8]=[C:9]([CH2:11][OH:12])[N:10]=2)[CH2:3][CH2:2]1.O[C:22]1[CH:23]=[N:24][CH:25]=[CH:26][CH:27]=1.C1(P(C2C=CC=CC=2)C2C=CC=CC=2)C=CC=CC=1.CC(OC(/N=N/C(OC(C)C)=O)=O)C. (5) Given the product [CH3:48][O:49][C:50]1[CH:51]=[C:52]([C:58]2[C@@H:67]3[C@@H:62]([CH2:63][CH2:64][CH2:65][CH2:66]3)[C:61](=[O:68])[N:60]([CH:69]3[CH2:70][CH2:71][N:72]([C:17](=[O:19])[C@H:9]([NH:8][C:6](=[O:7])[O:5][C:1]([CH3:2])([CH3:3])[CH3:4])[CH2:10][C:11]4[CH:12]=[CH:13][N:14]=[CH:15][CH:16]=4)[CH2:73][CH2:74]3)[N:59]=2)[CH:53]=[CH:54][C:55]=1[O:56][CH3:57], predict the reactants needed to synthesize it. The reactants are: [C:1]([O:5][C:6]([NH:8][C@@H:9]([C:17]([OH:19])=O)[CH2:10][C:11]1[CH:16]=[CH:15][N:14]=[CH:13][CH:12]=1)=[O:7])([CH3:4])([CH3:3])[CH3:2].CCOC(C(C#N)=NOC(N1CCOCC1)=[N+](C)C)=O.F[P-](F)(F)(F)(F)F.Cl.[CH3:48][O:49][C:50]1[CH:51]=[C:52]([C:58]2[C@@H:67]3[C@@H:62]([CH2:63][CH2:64][CH2:65][CH2:66]3)[C:61](=[O:68])[N:60]([CH:69]3[CH2:74][CH2:73][NH:72][CH2:71][CH2:70]3)[N:59]=2)[CH:53]=[CH:54][C:55]=1[O:56][CH3:57].CCN(C(C)C)C(C)C. (6) Given the product [ClH:27].[C:1]([C:3]1[CH:4]=[CH:5][C:6]([CH2:7][NH:8][C:9]([C:11]2[CH:12]=[C:13]([NH2:17])[N:14]=[CH:15][N:16]=2)=[O:10])=[CH:25][CH:26]=1)#[N:2], predict the reactants needed to synthesize it. The reactants are: [C:1]([C:3]1[CH:26]=[CH:25][C:6]([CH2:7][NH:8][C:9]([C:11]2[N:16]=[CH:15][N:14]=[C:13]([NH:17]C(=O)OC(C)(C)C)[CH:12]=2)=[O:10])=[CH:5][CH:4]=1)#[N:2].[ClH:27].